From a dataset of Forward reaction prediction with 1.9M reactions from USPTO patents (1976-2016). Predict the product of the given reaction. The product is: [CH2:1]([O:5][C:6]1[N:14]=[C:13]2[C:9]([NH:10][C:11](=[O:31])[N:12]2[CH2:15][C:16]2[CH:21]=[CH:20][C:19]([CH2:22][N:23]([CH2:25][C:26]([O:28][CH3:29])=[O:27])[CH3:24])=[CH:18][CH:17]=2)=[C:8]([NH2:32])[N:7]=1)[CH2:2][CH2:3][CH3:4]. Given the reactants [CH2:1]([O:5][C:6]1[N:14]=[C:13]2[C:9]([NH:10][C:11](=[O:31])[N:12]2[CH2:15][C:16]2[CH:21]=[CH:20][C:19]([CH2:22][N:23]([CH2:25][C:26]([O:28][CH2:29]C)=[O:27])[CH3:24])=[CH:18][CH:17]=2)=[C:8]([NH2:32])[N:7]=1)[CH2:2][CH2:3][CH3:4].[OH-].[Na+].Cl, predict the reaction product.